From a dataset of Forward reaction prediction with 1.9M reactions from USPTO patents (1976-2016). Predict the product of the given reaction. (1) Given the reactants [O:1]=[C:2]1[C:10]2[C:5](=[CH:6][CH:7]=[CH:8][CH:9]=2)[C:4](=[O:11])[N:3]1[CH2:12][CH2:13][C:14]1[CH:19]=[CH:18][C:17](/[CH:20]=[CH:21]/[C:22]2[N:23]=[C:24]([NH:27][C:28](=[O:30])[CH3:29])[S:25][CH:26]=2)=[CH:16][CH:15]=1.CN(C)C=O.CO, predict the reaction product. The product is: [O:11]=[C:4]1[C:5]2[C:10](=[CH:9][CH:8]=[CH:7][CH:6]=2)[C:2](=[O:1])[N:3]1[CH2:12][CH2:13][C:14]1[CH:19]=[CH:18][C:17]([CH2:20][CH2:21][C:22]2[N:23]=[C:24]([NH:27][C:28](=[O:30])[CH3:29])[S:25][CH:26]=2)=[CH:16][CH:15]=1. (2) Given the reactants [CH3:1][S:2]([O:5][C:6]1[CH:7]=[C:8]2[C:13](=[CH:14][CH:15]=1)[C:12]([C:16](=[O:32])[C:17]1[CH:22]=[CH:21][C:20]([O:23][CH2:24][CH2:25][N:26]3[CH2:31][CH2:30][CH2:29][CH2:28][CH2:27]3)=[CH:19][CH:18]=1)=[C:11](OS(C(F)(F)F)(=O)=O)[CH:10]=[CH:9]2)(=[O:4])=[O:3].[CH3:41][S:42][C:43]1[CH:48]=[C:47]([F:49])[CH:46]=[CH:45][C:44]=1B(O)O.C1(P(C2CCCCC2)C2CCCCC2)CCCCC1.[F-].[Cs+], predict the reaction product. The product is: [F:49][C:47]1[CH:46]=[CH:45][C:44]([C:11]2[C:12]([C:16](=[O:32])[C:17]3[CH:18]=[CH:19][C:20]([O:23][CH2:24][CH2:25][N:26]4[CH2:31][CH2:30][CH2:29][CH2:28][CH2:27]4)=[CH:21][CH:22]=3)=[C:13]3[C:8](=[CH:9][CH:10]=2)[CH:7]=[C:6]([O:5][S:2]([CH3:1])(=[O:3])=[O:4])[CH:15]=[CH:14]3)=[C:43]([S:42][CH3:41])[CH:48]=1. (3) Given the reactants Br[CH2:2][CH2:3][C:4]#[C:5][Si:6]([CH3:9])([CH3:8])[CH3:7].[F:10][C:11]1[CH:19]=[CH:18][C:14]2[NH:15][N:16]=[N:17][C:13]=2[CH:12]=1.[OH-].[Na+], predict the reaction product. The product is: [F:10][C:11]1[CH:19]=[CH:18][C:14]2=[N:15][N:16]([CH2:2][CH2:3][C:4]#[C:5][Si:6]([CH3:9])([CH3:8])[CH3:7])[N:17]=[C:13]2[CH:12]=1. (4) Given the reactants [C:1]([NH2:7])(=[O:6])[C:2]([CH3:5])([CH3:4])[CH3:3].CC1(C)C2C(=C(P(C3C=CC=CC=3)C3C=CC=CC=3)C=CC=2)OC2C(P(C3C=CC=CC=3)C3C=CC=CC=3)=CC=CC1=2.C(=O)([O-])[O-].[Cs+].[Cs+].Cl[C:57]1[CH:62]=[C:61]([O:63][CH:64]2[CH2:73][CH2:72][C:71]3[CH:70]=[C:69]([C:74]([O:76][CH3:77])=[O:75])[CH:68]=[CH:67][C:66]=3[CH2:65]2)[CH:60]=[CH:59][N:58]=1, predict the reaction product. The product is: [CH3:3][C:2]([CH3:5])([CH3:4])[C:1]([NH:7][C:57]1[CH:62]=[C:61]([O:63][CH:64]2[CH2:73][CH2:72][C:71]3[CH:70]=[C:69]([C:74]([O:76][CH3:77])=[O:75])[CH:68]=[CH:67][C:66]=3[CH2:65]2)[CH:60]=[CH:59][N:58]=1)=[O:6]. (5) Given the reactants [Cl:1][C:2]1[CH:3]=[CH:4][C:5]([CH2:8]O)=[N:6][CH:7]=1.C1(P(C2C=CC=CC=2)C2C=CC=CC=2)C=CC=CC=1.C(Br)(Br)(Br)[Br:30], predict the reaction product. The product is: [Br:30][CH2:8][C:5]1[CH:4]=[CH:3][C:2]([Cl:1])=[CH:7][N:6]=1.